This data is from Forward reaction prediction with 1.9M reactions from USPTO patents (1976-2016). The task is: Predict the product of the given reaction. (1) Given the reactants [C:1]([O:5][C:6]([NH:8][C:9]1[CH:14]=[CH:13][CH:12]=[CH:11][C:10]=1[NH:15][C:16]([C:18]1[S:22][C:21]2[CH:23]=[CH:24][C:25]([O:27]C(=O)C3C=CC=CC=3)=[CH:26][C:20]=2[CH:19]=1)=[O:17])=[O:7])([CH3:4])([CH3:3])[CH3:2].C[O-].[Na+].C(O)(=O)CC(CC(O)=O)(C(O)=O)O, predict the reaction product. The product is: [C:1]([O:5][C:6](=[O:7])[NH:8][C:9]1[CH:14]=[CH:13][CH:12]=[CH:11][C:10]=1[NH:15][C:16]([C:18]1[S:22][C:21]2[CH:23]=[CH:24][C:25]([OH:27])=[CH:26][C:20]=2[CH:19]=1)=[O:17])([CH3:4])([CH3:2])[CH3:3]. (2) Given the reactants [NH:1]1[CH2:6][CH2:5][O:4][CH2:3][CH2:2]1.[CH2:7]([O:14][C:15]1[CH:20]=[CH:19][C:18](Br)=[CH:17][C:16]=1[N+:22]([O-:24])=[O:23])[C:8]1[CH:13]=[CH:12][CH:11]=[CH:10][CH:9]=1.COC1C=CC(N2CCOCC2)=CC=1[N+]([O-])=O, predict the reaction product. The product is: [CH2:7]([O:14][C:15]1[CH:20]=[CH:19][C:18]([N:1]2[CH2:6][CH2:5][O:4][CH2:3][CH2:2]2)=[CH:17][C:16]=1[N+:22]([O-:24])=[O:23])[C:8]1[CH:9]=[CH:10][CH:11]=[CH:12][CH:13]=1. (3) Given the reactants Br[C:2]1[N:7]=[C:6]([C:8]([OH:10])=[O:9])[CH:5]=[CH:4][C:3]=1[F:11].[F:12][C:13]1[CH:18]=[CH:17][C:16]([F:19])=[CH:15][C:14]=1B(O)O, predict the reaction product. The product is: [F:12][C:13]1[CH:18]=[CH:17][C:16]([F:19])=[CH:15][C:14]=1[C:2]1[N:7]=[C:6]([C:8]([OH:10])=[O:9])[CH:5]=[CH:4][C:3]=1[F:11]. (4) Given the reactants CO[C:3]([C:5]1[C:10]2[N:11]=[CH:12][N:13]([C:14]3[CH:19]=[CH:18][C:17]([N+:20]([O-:22])=[O:21])=[CH:16][CH:15]=3)[C:9]=2[CH:8]=[CH:7][N:6]=1)=[O:4].[CH3:23][N:24]([CH3:28])[CH2:25][CH2:26][NH2:27], predict the reaction product. The product is: [CH3:23][N:24]([CH3:28])[CH2:25][CH2:26][NH:27][C:3]([C:5]1[C:10]2[N:11]=[CH:12][N:13]([C:14]3[CH:19]=[CH:18][C:17]([N+:20]([O-:22])=[O:21])=[CH:16][CH:15]=3)[C:9]=2[CH:8]=[CH:7][N:6]=1)=[O:4]. (5) The product is: [CH3:7][C:6]1[N:5]([CH:8]2[CH2:13][CH2:12][O:11][CH2:10][CH2:9]2)[N:4]=[CH:3][C:2]=1[B:23]1[O:27][C:26]([CH3:29])([CH3:28])[C:25]([CH3:31])([CH3:30])[O:24]1. Given the reactants Br[C:2]1[CH:3]=[N:4][N:5]([CH:8]2[CH2:13][CH2:12][O:11][CH2:10][CH2:9]2)[C:6]=1[CH3:7].C(N1C=C([B:23]2[O:27][C:26]([CH3:29])([CH3:28])[C:25]([CH3:31])([CH3:30])[O:24]2)C=N1)(C)(C)C, predict the reaction product.